Dataset: Forward reaction prediction with 1.9M reactions from USPTO patents (1976-2016). Task: Predict the product of the given reaction. (1) The product is: [NH2:10][C:7]1[N:6]([C:20]2[CH:21]=[CH:22][CH:23]=[CH:24][CH:25]=2)[N:5]=[C:4]([O:3][CH2:1][CH3:2])[C:8]=1[NH:39][C:40](=[O:49])[O:41][CH2:42][C:43]1[CH:44]=[CH:45][CH:46]=[CH:47][CH:48]=1. Given the reactants [CH2:1]([O:3][C:4]1[C:8](C)=[C:7]([NH:10]C(=O)OC2C=CC=CC=2)[N:6]([C:20]2[CH:25]=[CH:24][CH:23]=[CH:22][CH:21]=2)[N:5]=1)[CH3:2].NC1N(C2C=CC=CC=2)NC(=O)C=1[NH:39][C:40](=[O:49])[O:41][CH2:42][C:43]1[CH:48]=[CH:47][CH:46]=[CH:45][CH:44]=1.NC1N(C2C=CC=CC=2)NC(=O)C=1C, predict the reaction product. (2) The product is: [CH3:10][O:9][CH:8]([O:11][CH3:12])[C:5]1[CH:6]=[CH:7][C:2]([C:17]2([OH:18])[CH2:16][CH2:15][CH2:14]2)=[CH:3][CH:4]=1. Given the reactants Br[C:2]1[CH:7]=[CH:6][C:5]([CH:8]([O:11][CH3:12])[O:9][CH3:10])=[CH:4][CH:3]=1.[Li][CH2:14][CH2:15][CH2:16][CH3:17].[O:18]1CC(=O)C1, predict the reaction product.